Dataset: Forward reaction prediction with 1.9M reactions from USPTO patents (1976-2016). Task: Predict the product of the given reaction. (1) Given the reactants [Cl:1][C:2]1[CH:7]=[C:6]([O:8][C:9]2[CH:15]=[CH:14][C:12]([NH2:13])=[C:11]([F:16])[C:10]=2[F:17])[CH:5]=[CH:4][N:3]=1.[C:18](O[C:18]([O:20][C:21]([CH3:24])([CH3:23])[CH3:22])=[O:19])([O:20][C:21]([CH3:24])([CH3:23])[CH3:22])=[O:19], predict the reaction product. The product is: [C:21]([O:20][C:18](=[O:19])[NH:13][C:12]1[CH:14]=[CH:15][C:9]([O:8][C:6]2[CH:5]=[CH:4][N:3]=[C:2]([Cl:1])[CH:7]=2)=[C:10]([F:17])[C:11]=1[F:16])([CH3:24])([CH3:23])[CH3:22]. (2) The product is: [F:22][C:10]1[CH:9]=[C:8]2[C:3]([C:4](=[O:21])[CH2:5][CH:6]([C:12]3[CH:17]=[CH:16][C:15]([O:18][CH3:19])=[C:14]([OH:20])[CH:13]=3)[O:7]2)=[C:2]([OH:1])[CH:11]=1. Given the reactants [OH:1][C:2]1[CH:11]=[CH:10][CH:9]=[C:8]2[C:3]=1[C:4](=[O:21])[CH2:5][CH:6]([C:12]1[CH:17]=[CH:16][C:15]([O:18][CH3:19])=[C:14]([OH:20])[CH:13]=1)[O:7]2.[F:22]C1C=C(O)C(C(=O)C)=C(O)C=1, predict the reaction product. (3) Given the reactants [C:1]([O-:4])([O-])=O.[K+].[K+].[C:7]([OH:11])(C)(C)C.O.C([CH:15]1[CH2:20][CH2:19][O:18][CH2:17][CH2:16]1)=C, predict the reaction product. The product is: [O:18]1[CH2:19][CH2:20][CH:15]([C@@H:1]([OH:4])[CH2:7][OH:11])[CH2:16][CH2:17]1. (4) The product is: [Cl:18][C:9]1[C:10]2[C:5](=[CH:4][C:3]([O:2][CH3:1])=[C:12]([O:13][CH3:14])[CH:11]=2)[CH:6]=[CH:7][N:8]=1. Given the reactants [CH3:1][O:2][C:3]1[CH:4]=[C:5]2[C:10](=[CH:11][C:12]=1[O:13][CH3:14])[C:9](O)=[N:8][CH:7]=[CH:6]2.O=P(Cl)(Cl)[Cl:18], predict the reaction product. (5) Given the reactants [Cl:1][C:2]1[CH:3]=[CH:4][C:5]([OH:10])=[C:6]([CH:9]=1)[CH:7]=[O:8].[CH3:11][O:12][C:13]1[CH:20]=[CH:19][C:16]([CH2:17]Cl)=[CH:15][CH:14]=1.C(=O)([O-])[O-].[K+].[K+], predict the reaction product. The product is: [Cl:1][C:2]1[CH:3]=[CH:4][C:5]([O:10][CH2:17][C:16]2[CH:19]=[CH:20][C:13]([O:12][CH3:11])=[CH:14][CH:15]=2)=[C:6]([CH:9]=1)[CH:7]=[O:8]. (6) Given the reactants [NH2:1][CH2:2][C@:3]([OH:21])([CH2:8][C:9]([C:12]1[C:20]2[O:19][CH2:18][CH2:17][C:16]=2[CH:15]=[CH:14][CH:13]=1)([CH3:11])[CH3:10])[C:4]([F:7])([F:6])[F:5].[NH2:22][C:23]1[N:27]([C:28]2[CH:33]=[CH:32][C:31]([F:34])=[CH:30][CH:29]=2)[N:26]=[CH:25][C:24]=1[C:35](O)=[O:36], predict the reaction product. The product is: [NH2:22][C:23]1[N:27]([C:28]2[CH:29]=[CH:30][C:31]([F:34])=[CH:32][CH:33]=2)[N:26]=[CH:25][C:24]=1[C:35]([NH:1][CH2:2][C@@:3]([OH:21])([C:4]([F:6])([F:7])[F:5])[CH2:8][C:9]([C:12]1[C:20]2[O:19][CH2:18][CH2:17][C:16]=2[CH:15]=[CH:14][CH:13]=1)([CH3:11])[CH3:10])=[O:36].